From a dataset of Full USPTO retrosynthesis dataset with 1.9M reactions from patents (1976-2016). Predict the reactants needed to synthesize the given product. (1) Given the product [CH:26]([NH:33][C:34]([N:17]1[CH2:18][CH2:19][CH:14]([CH:7]([N:8]2[CH2:9][CH2:10][O:11][CH2:12][CH2:13]2)[C:1]2[CH:2]=[CH:3][CH:4]=[CH:5][CH:6]=2)[CH2:15][CH2:16]1)=[O:35])([C:27]1[CH:28]=[CH:29][CH:30]=[CH:31][CH:32]=1)[C:20]1[CH:25]=[CH:24][CH:23]=[CH:22][CH:21]=1, predict the reactants needed to synthesize it. The reactants are: [C:1]1([CH:7]([CH:14]2[CH2:19][CH2:18][NH:17][CH2:16][CH2:15]2)[N:8]2[CH2:13][CH2:12][O:11][CH2:10][CH2:9]2)[CH:6]=[CH:5][CH:4]=[CH:3][CH:2]=1.[C:20]1([CH:26]([N:33]=[C:34]=[O:35])[C:27]2[CH:32]=[CH:31][CH:30]=[CH:29][CH:28]=2)[CH:25]=[CH:24][CH:23]=[CH:22][CH:21]=1. (2) Given the product [O:21]=[C:12]1[C:13]2[C:18](=[CH:17][CH:16]=[CH:15][CH:14]=2)[C:19](=[O:20])[N:11]1[CH2:10][CH2:9][CH2:8][CH2:7][C:1]1[CH:6]=[CH:5][C:4]([S:23]([Cl:22])(=[O:25])=[O:24])=[CH:3][CH:2]=1, predict the reactants needed to synthesize it. The reactants are: [C:1]1([CH2:7][CH2:8][CH2:9][CH2:10][N:11]2[C:19](=[O:20])[C:18]3[C:13](=[CH:14][CH:15]=[CH:16][CH:17]=3)[C:12]2=[O:21])[CH:6]=[CH:5][CH:4]=[CH:3][CH:2]=1.[Cl:22][S:23](O)(=[O:25])=[O:24]. (3) Given the product [Cl:1][C:2]1[CH:3]=[N:4][C:5]2[N:6]([N:8]=[C:9]([C:11]([N:26]3[CH2:25][CH:24]=[C:23]([C:19]4[CH:20]=[CH:21][CH:22]=[C:17]([N+:14]([O-:16])=[O:15])[CH:18]=4)[CH2:28][CH2:27]3)=[O:13])[CH:10]=2)[CH:7]=1, predict the reactants needed to synthesize it. The reactants are: [Cl:1][C:2]1[CH:3]=[N:4][C:5]2[N:6]([N:8]=[C:9]([C:11]([OH:13])=O)[CH:10]=2)[CH:7]=1.[N+:14]([C:17]1[CH:18]=[C:19]([C:23]2[CH2:24][CH2:25][NH:26][CH2:27][CH:28]=2)[CH:20]=[CH:21][CH:22]=1)([O-:16])=[O:15]. (4) Given the product [CH3:81][N:82]([CH3:86])[CH2:83][CH2:84][NH:85][C:7]1[N:8]=[C:3]([O:2][CH3:1])[C:4]2[C:17]([C:18]3[CH:23]=[CH:22][CH:21]=[CH:20][CH:19]=3)=[C:16]([C:24]3[CH:25]=[CH:26][C:27]([C:30]4([NH:34][C:35](=[O:41])[O:36][C:37]([CH3:40])([CH3:39])[CH3:38])[CH2:31][CH2:32][CH2:33]4)=[CH:28][CH:29]=3)[O:15][C:5]=2[N:6]=1, predict the reactants needed to synthesize it. The reactants are: [CH3:1][O:2][C:3]1[C:4]2[C:17]([C:18]3[CH:23]=[CH:22][CH:21]=[CH:20][CH:19]=3)=[C:16]([C:24]3[CH:29]=[CH:28][C:27]([C:30]4([NH:34][C:35](=[O:41])[O:36][C:37]([CH3:40])([CH3:39])[CH3:38])[CH2:33][CH2:32][CH2:31]4)=[CH:26][CH:25]=3)[O:15][C:5]=2[N:6]=[C:7](N2CCOCC2)[N:8]=1.COC1C2C(C3C=CC=CC=3)=C(C3C=CC(C4(NC(=O)OC(C)(C)C)CCC4)=CC=3)OC=2N=C(S(C)(=O)=O)N=1.[CH3:81][N:82]([CH3:86])[CH2:83][CH2:84][NH2:85]. (5) Given the product [CH2:1]([C:3]1[CH:8]=[CH:7][C:6]([C:15]#[C:14][Si:11]([CH3:13])([CH3:12])[CH3:10])=[CH:5][CH:4]=1)[CH3:2], predict the reactants needed to synthesize it. The reactants are: [CH2:1]([C:3]1[CH:8]=[CH:7][C:6](I)=[CH:5][CH:4]=1)[CH3:2].[CH3:10][Si:11]([C:14]#[CH:15])([CH3:13])[CH3:12].